From a dataset of Retrosynthesis with 50K atom-mapped reactions and 10 reaction types from USPTO. Predict the reactants needed to synthesize the given product. (1) The reactants are: NCC1CCCO1.O=S(=O)(Cl)c1ccc(I)cc1. Given the product O=S(=O)(NCC1CCCO1)c1ccc(I)cc1, predict the reactants needed to synthesize it. (2) Given the product COc1ccc(/C=C2/Oc3cc(O)ccc3C2=O)cc1OC, predict the reactants needed to synthesize it. The reactants are: COc1ccc(C=O)cc1OC.O=C1COc2cc(O)ccc21. (3) Given the product COC(=O)[C@@H](NC(=O)c1ccc(C#CC#C[C@H](C)O)cc1)[C@@H](C)O, predict the reactants needed to synthesize it. The reactants are: COC(=O)[C@@H](N)[C@@H](C)O.C[C@H](O)C#CC#Cc1ccc(C(=O)O)cc1. (4) Given the product O=C(Nc1cccnc1NCC1CCN(c2ccncc2)CC1)c1ccc(Cl)s1, predict the reactants needed to synthesize it. The reactants are: Nc1cccnc1NCC1CCN(c2ccncc2)CC1.O=C(O)c1ccc(Cl)s1. (5) Given the product CNC(=O)C(C)(C)C[C@H]1C[C@H](c2ccc(COC[C@@H](C)COC)cc2)[C@@H](OCc2ccc3c(c2)N(CCCOC)CCO3)CN1S(=O)(=O)c1ccc(C)cc1, predict the reactants needed to synthesize it. The reactants are: CN.COCCCN1CCOc2ccc(CO[C@H]3CN(S(=O)(=O)c4ccc(C)cc4)[C@@H](CC(C)(C)C(=O)O)C[C@@H]3c3ccc(COC[C@@H](C)COC)cc3)cc21. (6) Given the product CCOC(OCC)c1cc2cncc(N3CCN(S(=O)(=O)C(C)C)CC3)c2o1, predict the reactants needed to synthesize it. The reactants are: CC(C)S(=O)(=O)Cl.CCOC(OCC)c1cc2cncc(N3CCNCC3)c2o1. (7) The reactants are: CC(C)(C)OC(=O)N1CC(Oc2ccc3ncnc(Nc4ccc(OCc5ccccn5)c(Cl)c4)c3c2)C1. Given the product Clc1cc(Nc2ncnc3ccc(OC4CNC4)cc23)ccc1OCc1ccccn1, predict the reactants needed to synthesize it.